Dataset: Forward reaction prediction with 1.9M reactions from USPTO patents (1976-2016). Task: Predict the product of the given reaction. (1) Given the reactants CC1(C)C(C)(C)OB([C:9]2[CH:25]=[CH:24][C:12]3[N:13]([C@H:17]4[CH2:22][CH2:21][C@H:20]([OH:23])[CH2:19][CH2:18]4)[CH2:14][CH2:15][O:16][C:11]=3[CH:10]=2)O1.[CH2:27]([N:31]1[CH:36]=[CH:35][C:34](OS(C(F)(F)F)(=O)=O)=[C:33]([Cl:45])[C:32]1=[O:46])[CH2:28][CH2:29][CH3:30].C([O-])(O)=O.[Na+], predict the reaction product. The product is: [CH2:27]([N:31]1[CH:36]=[CH:35][C:34]([C:9]2[CH:25]=[CH:24][C:12]3[N:13]([CH:17]4[CH2:18][CH2:19][C:20](=[O:23])[CH2:21][CH2:22]4)[CH2:14][CH2:15][O:16][C:11]=3[CH:10]=2)=[C:33]([Cl:45])[C:32]1=[O:46])[CH2:28][CH2:29][CH3:30]. (2) Given the reactants Br[C:2]1[CH:10]=[CH:9][CH:8]=[C:7]2[C:3]=1[CH:4]=[CH:5][N:6]2[S:11]([C:14]1[CH:19]=[C:18]([CH3:20])[CH:17]=[CH:16][C:15]=1[O:21][CH3:22])(=[O:13])=[O:12].[CH2:23]([Sn](CCCC)(CCCC)C=C)[CH2:24]CC, predict the reaction product. The product is: [CH3:22][O:21][C:15]1[CH:16]=[CH:17][C:18]([CH3:20])=[CH:19][C:14]=1[S:11]([N:6]1[C:7]2[C:3](=[C:2]([CH:23]=[CH2:24])[CH:10]=[CH:9][CH:8]=2)[CH:4]=[CH:5]1)(=[O:13])=[O:12]. (3) Given the reactants Br[C:2]1[CH:7]=[CH:6][CH:5]=[C:4]([Br:8])[N:3]=1.ClCCl.[Br-].[CH:13]1([Zn+])[CH2:16][CH2:15][CH2:14]1, predict the reaction product. The product is: [Br:8][C:4]1[CH:5]=[CH:6][CH:7]=[C:2]([CH:13]2[CH2:16][CH2:15][CH2:14]2)[N:3]=1. (4) Given the reactants [N:1]1([C:6]2[CH:11]=[CH:10][C:9]([C:12](=[O:28])[CH2:13][C:14]([C:20]3[CH:25]=[C:24]([Cl:26])[CH:23]=[C:22]([Cl:27])[CH:21]=3)(O)[C:15]([F:18])([F:17])[F:16])=[CH:8][CH:7]=2)[CH:5]=[N:4][CH:3]=[N:2]1.S(Cl)(Cl)=O.N1C=CC=CC=1, predict the reaction product. The product is: [N:1]1([C:6]2[CH:7]=[CH:8][C:9]([C:12](=[O:28])[CH:13]=[C:14]([C:20]3[CH:25]=[C:24]([Cl:26])[CH:23]=[C:22]([Cl:27])[CH:21]=3)[C:15]([F:18])([F:16])[F:17])=[CH:10][CH:11]=2)[CH:5]=[N:4][CH:3]=[N:2]1. (5) Given the reactants C(O[C:9]1[CH:14]=[CH:13][C:12]([C:15]2[CH:23]=[C:22]3[C:18]([C:19]([C:24]4[CH:33]=[CH:32][C:31]5[C:26](=[CH:27][CH:28]=[CH:29][CH:30]=5)[CH:25]=4)=[N:20][NH:21]3)=[CH:17][CH:16]=2)=[CH:11][C:10]=1[O:34][CH3:35])C1C=CC=CC=1.C(OCC)(=[O:38])C, predict the reaction product. The product is: [CH:25]1[C:26]2[C:31](=[CH:30][CH:29]=[CH:28][CH:27]=2)[CH:32]=[CH:33][C:24]=1[C:19]1[C:18]2[C:22](=[CH:23][C:15]([C:12]3[CH:13]=[CH:14][CH:9]=[C:10]([O:34][CH3:35])[C:11]=3[OH:38])=[CH:16][CH:17]=2)[NH:21][N:20]=1. (6) Given the reactants C1(C(O)=O)CCCC(C(O)=O)C1.[C:13]([C:15]12[CH2:22][C:19]([NH:23][C:24]([C:26]3[CH:31]=[N:30][CH:29]=[CH:28][N:27]=3)=[O:25])([CH2:20][CH2:21]1)[CH2:18][CH2:17][CH2:16]2)#[CH:14].Br[C:33]1[CH:38]=[CH:37][CH:36]=[C:35]([CH3:39])[N:34]=1, predict the reaction product. The product is: [CH3:39][C:35]1[N:34]=[C:33]([C:14]#[C:13][C:15]23[CH2:22][C:19]([NH:23][C:24]([C:26]4[CH:31]=[N:30][CH:29]=[CH:28][N:27]=4)=[O:25])([CH2:20][CH2:21]2)[CH2:18][CH2:17][CH2:16]3)[CH:38]=[CH:37][CH:36]=1. (7) Given the reactants [CH3:1][O:2][CH:3]([O:21][CH3:22])[CH2:4][N:5]1[C:10]([C:11]([O:13][CH3:14])=[O:12])=[C:9]([O:15][CH3:16])[C:8](=[O:17])[C:7]([C:18]([OH:20])=O)=[CH:6]1.C(N(CC)C(C)C)(C)C.[F:32][C:33]1[CH:40]=[C:39]([F:41])[CH:38]=[CH:37][C:34]=1[CH2:35][NH2:36].CN(C(ON1N=NC2C=CC=NC1=2)=[N+](C)C)C.F[P-](F)(F)(F)(F)F, predict the reaction product. The product is: [F:32][C:33]1[CH:40]=[C:39]([F:41])[CH:38]=[CH:37][C:34]=1[CH2:35][NH:36][C:18]([C:7]1[C:8](=[O:17])[C:9]([O:15][CH3:16])=[C:10]([C:11]([O:13][CH3:14])=[O:12])[N:5]([CH2:4][CH:3]([O:2][CH3:1])[O:21][CH3:22])[CH:6]=1)=[O:20]. (8) Given the reactants [C:1]([C@H:5]1[CH2:10][CH2:9][C@H:8]([O:11][C:12]2[CH:13]=[C:14]3[C:19](=[CH:20][CH:21]=2)[CH:18]=[C:17]([CH2:22][N:23]2[CH2:28][CH2:27][C:26]([CH3:34])([C:29]([O:31]CC)=[O:30])[CH2:25][CH2:24]2)[CH:16]=[CH:15]3)[CH2:7][CH2:6]1)([CH3:4])([CH3:3])[CH3:2].[OH-].[Na+].O.Cl, predict the reaction product. The product is: [C:1]([C@H:5]1[CH2:6][CH2:7][C@H:8]([O:11][C:12]2[CH:13]=[C:14]3[C:19](=[CH:20][CH:21]=2)[CH:18]=[C:17]([CH2:22][N:23]2[CH2:24][CH2:25][C:26]([CH3:34])([C:29]([OH:31])=[O:30])[CH2:27][CH2:28]2)[CH:16]=[CH:15]3)[CH2:9][CH2:10]1)([CH3:4])([CH3:2])[CH3:3].